From a dataset of Catalyst prediction with 721,799 reactions and 888 catalyst types from USPTO. Predict which catalyst facilitates the given reaction. Reactant: [CH3:1][N:2]([CH3:16])[C:3]([C:5]1[CH:6]=[C:7]([CH2:11][S:12](O)(=[O:14])=[O:13])[CH:8]=[CH:9][CH:10]=1)=[O:4].S(Cl)([Cl:19])=O. Product: [CH3:1][N:2]([CH3:16])[C:3]([C:5]1[CH:6]=[C:7]([CH2:11][S:12]([Cl:19])(=[O:14])=[O:13])[CH:8]=[CH:9][CH:10]=1)=[O:4]. The catalyst class is: 2.